Dataset: Catalyst prediction with 721,799 reactions and 888 catalyst types from USPTO. Task: Predict which catalyst facilitates the given reaction. (1) The catalyst class is: 5. Reactant: [F:1][C:2]1[CH:7]=[C:6]([F:8])[CH:5]=[CH:4][C:3]=1[C:9]([OH:32])([CH2:26][N:27]1[CH:31]=[N:30][CH:29]=[N:28]1)[CH2:10][N:11]1[CH:15]=[C:14]([CH2:16][O:17][C:18]2[CH:25]=[CH:24][C:21]([CH:22]=O)=[CH:20][CH:19]=2)[N:13]=[N:12]1.[CH2:33]([N:36]1[CH2:41][CH2:40][N:39]([C:42]2[CH:47]=[CH:46][C:45]([C:48](=[O:50])[CH3:49])=[CH:44][CH:43]=2)[CH2:38][CH2:37]1)[CH2:34][CH3:35].[OH-].[Na+]. Product: [F:1][C:2]1[CH:7]=[C:6]([F:8])[CH:5]=[CH:4][C:3]=1[C:9]([OH:32])([CH2:26][N:27]1[CH:31]=[N:30][CH:29]=[N:28]1)[CH2:10][N:11]1[CH:15]=[C:14]([CH2:16][O:17][C:18]2[CH:19]=[CH:20][C:21](/[CH:22]=[CH:49]/[C:48]([C:45]3[CH:46]=[CH:47][C:42]([N:39]4[CH2:40][CH2:41][N:36]([CH2:33][CH2:34][CH3:35])[CH2:37][CH2:38]4)=[CH:43][CH:44]=3)=[O:50])=[CH:24][CH:25]=2)[N:13]=[N:12]1. (2) Reactant: C(OC(=O)[N:7]([CH2:36][CH3:37])[CH2:8][C:9]1[CH:10]=[N:11][CH:12]=[C:13]([C:16]2[CH:17]=[C:18]3[C:22](=[CH:23][CH:24]=2)[N:21](C2CCCCO2)[N:20]=[C:19]3[C:31]2[NH:32][CH:33]=[CH:34][N:35]=2)[C:14]=1[CH3:15])(C)(C)C.FC(F)(F)C(O)=O.C([SiH](CC)CC)C.[OH-].[Na+]. Product: [CH2:36]([NH:7][CH2:8][C:9]1[C:14]([CH3:15])=[C:13]([C:16]2[CH:17]=[C:18]3[C:22](=[CH:23][CH:24]=2)[NH:21][N:20]=[C:19]3[C:31]2[NH:35][CH:34]=[CH:33][N:32]=2)[CH:12]=[N:11][CH:10]=1)[CH3:37]. The catalyst class is: 2. (3) Reactant: [NH2:1][CH:2]1[CH2:7][CH2:6][N:5]([CH2:8][CH2:9][N:10]2[C:19]3[C:14](=[C:15]([F:21])[CH:16]=[C:17]([F:20])[CH:18]=3)[CH:13]=[CH:12][C:11]2=[O:22])[CH2:4][CH2:3]1.[O:23]1[C:32]2[CH:31]=[C:30]([CH:33]=O)[N:29]=[CH:28][C:27]=2[O:26][CH2:25][CH2:24]1.[BH-](OC(C)=O)(OC(C)=O)[O:36][C:37](C)=[O:38].[Na+]. Product: [CH:37]([OH:38])=[O:36].[CH:37]([OH:38])=[O:36].[O:23]1[C:32]2[CH:31]=[C:30]([CH2:33][NH:1][CH:2]3[CH2:3][CH2:4][N:5]([CH2:8][CH2:9][N:10]4[C:19]5[C:14](=[C:15]([F:21])[CH:16]=[C:17]([F:20])[CH:18]=5)[CH:13]=[CH:12][C:11]4=[O:22])[CH2:6][CH2:7]3)[N:29]=[CH:28][C:27]=2[O:26][CH2:25][CH2:24]1. The catalyst class is: 147. (4) Reactant: [C:1]([N:5]([C:20](=[O:29])[C:21]1[CH:26]=[C:25]([CH3:27])[CH:24]=[C:23]([CH3:28])[CH:22]=1)[NH:6][C:7](=[O:19])[C:8]1[CH:13]=[CH:12][CH:11]=[C:10]([O:14][CH3:15])[C:9]=1[CH2:16][S:17][CH3:18])([CH3:4])([CH3:3])[CH3:2].ClC1C=CC=C(C(OO)=[O:38])C=1. Product: [C:1]([N:5]([C:20](=[O:29])[C:21]1[CH:26]=[C:25]([CH3:27])[CH:24]=[C:23]([CH3:28])[CH:22]=1)[NH:6][C:7](=[O:19])[C:8]1[CH:13]=[CH:12][CH:11]=[C:10]([O:14][CH3:15])[C:9]=1[CH2:16][S:17]([CH3:18])=[O:38])([CH3:4])([CH3:3])[CH3:2]. The catalyst class is: 2.